Dataset: NCI-60 drug combinations with 297,098 pairs across 59 cell lines. Task: Regression. Given two drug SMILES strings and cell line genomic features, predict the synergy score measuring deviation from expected non-interaction effect. (1) Drug 1: C1=CN(C=N1)CC(O)(P(=O)(O)O)P(=O)(O)O. Drug 2: CN(C(=O)NC(C=O)C(C(C(CO)O)O)O)N=O. Cell line: NCI/ADR-RES. Synergy scores: CSS=-3.99, Synergy_ZIP=3.85, Synergy_Bliss=3.68, Synergy_Loewe=-3.83, Synergy_HSA=-3.16. (2) Drug 1: CCN(CC)CCNC(=O)C1=C(NC(=C1C)C=C2C3=C(C=CC(=C3)F)NC2=O)C. Drug 2: C1C(C(OC1N2C=NC(=NC2=O)N)CO)O. Cell line: NCI-H460. Synergy scores: CSS=4.76, Synergy_ZIP=-2.67, Synergy_Bliss=-0.0221, Synergy_Loewe=-2.24, Synergy_HSA=0.463. (3) Drug 2: CC=C1C(=O)NC(C(=O)OC2CC(=O)NC(C(=O)NC(CSSCCC=C2)C(=O)N1)C(C)C)C(C)C. Drug 1: C1=CN(C(=O)N=C1N)C2C(C(C(O2)CO)O)O.Cl. Synergy scores: CSS=29.9, Synergy_ZIP=-1.51, Synergy_Bliss=-2.12, Synergy_Loewe=-1.15, Synergy_HSA=-1.09. Cell line: SNB-75. (4) Drug 1: CS(=O)(=O)C1=CC(=C(C=C1)C(=O)NC2=CC(=C(C=C2)Cl)C3=CC=CC=N3)Cl. Drug 2: B(C(CC(C)C)NC(=O)C(CC1=CC=CC=C1)NC(=O)C2=NC=CN=C2)(O)O. Cell line: MCF7. Synergy scores: CSS=12.1, Synergy_ZIP=0.172, Synergy_Bliss=5.18, Synergy_Loewe=3.37, Synergy_HSA=3.91. (5) Drug 1: CCCS(=O)(=O)NC1=C(C(=C(C=C1)F)C(=O)C2=CNC3=C2C=C(C=N3)C4=CC=C(C=C4)Cl)F. Drug 2: CC(CN1CC(=O)NC(=O)C1)N2CC(=O)NC(=O)C2. Cell line: SNB-75. Synergy scores: CSS=-1.02, Synergy_ZIP=-0.108, Synergy_Bliss=-0.0843, Synergy_Loewe=-1.69, Synergy_HSA=-1.56. (6) Drug 1: C1=NC2=C(N=C(N=C2N1C3C(C(C(O3)CO)O)F)Cl)N. Drug 2: COC1=C2C(=CC3=C1OC=C3)C=CC(=O)O2. Cell line: CAKI-1. Synergy scores: CSS=27.1, Synergy_ZIP=-8.59, Synergy_Bliss=-4.53, Synergy_Loewe=-30.0, Synergy_HSA=-6.29.